This data is from Retrosynthesis with 50K atom-mapped reactions and 10 reaction types from USPTO. The task is: Predict the reactants needed to synthesize the given product. Given the product CC(=O)OC/C=C/c1cnc(-c2ccccc2)nc1Nc1cc(C2CC2)[nH]n1, predict the reactants needed to synthesize it. The reactants are: CC(=O)OC/C=C/c1cnc(-c2ccccc2)nc1Nc1cc(C2CC2)n(C(C)=O)n1.